From a dataset of Reaction yield outcomes from USPTO patents with 853,638 reactions. Predict the reaction yield, written as a fraction of the theoretical maximum amount of product (1.0 means a 100% yield; for example, 0.34 means a 34% yield). (1) The reactants are [CH3:1][O:2][C:3]1[CH:8]=[C:7]([CH:9]2[CH2:14][CH2:13][NH:12][CH2:11][CH2:10]2)[CH:6]=[CH:5][C:4]=1[NH:15][C:16]1[N:21]=[C:20]([CH2:22][CH2:23][C:24]2[CH:29]=[CH:28][CH:27]=[CH:26][C:25]=2[CH2:30][C:31]([NH2:33])=[O:32])[C:19]([C:34]([F:37])([F:36])[F:35])=[CH:18][N:17]=1.C=O.[C:40](O[BH-](OC(=O)C)OC(=O)C)(=O)C.[Na+]. The catalyst is CO. The product is [CH3:1][O:2][C:3]1[CH:8]=[C:7]([CH:9]2[CH2:14][CH2:13][N:12]([CH3:40])[CH2:11][CH2:10]2)[CH:6]=[CH:5][C:4]=1[NH:15][C:16]1[N:21]=[C:20]([CH2:22][CH2:23][C:24]2[CH:29]=[CH:28][CH:27]=[CH:26][C:25]=2[CH2:30][C:31]([NH2:33])=[O:32])[C:19]([C:34]([F:35])([F:36])[F:37])=[CH:18][N:17]=1. The yield is 0.950. (2) The reactants are [ClH:1].[N:2]1[CH:7]=[CH:6][CH:5]=[C:4]([C@@H:8]2[CH2:10][C@H:9]2[NH:11]C(=O)OC(C)(C)C)[CH:3]=1. The catalyst is O1CCOCC1. The product is [ClH:1].[N:2]1[CH:7]=[CH:6][CH:5]=[C:4]([C@@H:8]2[CH2:10][C@H:9]2[NH2:11])[CH:3]=1. The yield is 0.827.